This data is from NCI-60 drug combinations with 297,098 pairs across 59 cell lines. The task is: Regression. Given two drug SMILES strings and cell line genomic features, predict the synergy score measuring deviation from expected non-interaction effect. (1) Drug 1: C1=CC(=CC=C1C#N)C(C2=CC=C(C=C2)C#N)N3C=NC=N3. Drug 2: CC(C)(C#N)C1=CC(=CC(=C1)CN2C=NC=N2)C(C)(C)C#N. Cell line: HCT116. Synergy scores: CSS=-6.20, Synergy_ZIP=0.0776, Synergy_Bliss=-5.68, Synergy_Loewe=-7.31, Synergy_HSA=-9.12. (2) Drug 1: C1=CC(=CC=C1CC(C(=O)O)N)N(CCCl)CCCl.Cl. Drug 2: CC(C)NC(=O)C1=CC=C(C=C1)CNNC.Cl. Cell line: RPMI-8226. Synergy scores: CSS=8.76, Synergy_ZIP=0.735, Synergy_Bliss=5.84, Synergy_Loewe=-17.0, Synergy_HSA=-6.46. (3) Drug 1: COC1=CC(=CC(=C1O)OC)C2C3C(COC3=O)C(C4=CC5=C(C=C24)OCO5)OC6C(C(C7C(O6)COC(O7)C8=CC=CS8)O)O. Drug 2: CC1=CC=C(C=C1)C2=CC(=NN2C3=CC=C(C=C3)S(=O)(=O)N)C(F)(F)F. Cell line: CCRF-CEM. Synergy scores: CSS=56.3, Synergy_ZIP=0.701, Synergy_Bliss=1.13, Synergy_Loewe=-10.5, Synergy_HSA=2.50. (4) Drug 1: CC12CCC(CC1=CCC3C2CCC4(C3CC=C4C5=CN=CC=C5)C)O. Drug 2: C1=CC=C(C(=C1)C(C2=CC=C(C=C2)Cl)C(Cl)Cl)Cl. Cell line: ACHN. Synergy scores: CSS=4.12, Synergy_ZIP=-0.259, Synergy_Bliss=2.11, Synergy_Loewe=2.68, Synergy_HSA=1.66.